Predict which catalyst facilitates the given reaction. From a dataset of Catalyst prediction with 721,799 reactions and 888 catalyst types from USPTO. (1) Reactant: [CH3:1][O:2][C:3]([C:5]1[CH:10]=[C:9]([Br:11])[C:8](=[O:12])[N:7]([CH2:13][C:14]2[CH:19]=[CH:18][CH:17]=[CH:16][CH:15]=2)[C:6]=1[CH2:20]Br)=[O:4].[CH3:22][O:23][C:24](=[O:37])[CH2:25][NH:26][S:27]([C:30]1[CH:35]=[CH:34][C:33]([CH3:36])=[CH:32][CH:31]=1)(=[O:29])=[O:28].[I-].[Na+].C(=O)([O-])[O-].[K+].[K+]. Product: [CH3:1][O:2][C:3]([C:5]1[CH:10]=[C:9]([Br:11])[C:8](=[O:12])[N:7]([CH2:13][C:14]2[CH:19]=[CH:18][CH:17]=[CH:16][CH:15]=2)[C:6]=1[CH2:20][N:26]([CH2:25][C:24]([O:23][CH3:22])=[O:37])[S:27]([C:30]1[CH:31]=[CH:32][C:33]([CH3:36])=[CH:34][CH:35]=1)(=[O:29])=[O:28])=[O:4]. The catalyst class is: 163. (2) Reactant: O=S(Cl)[Cl:3].[Cl:5][C:6]1[N:11]=[N:10][C:9]([CH2:12]O)=[C:8]([O:14][CH3:15])[CH:7]=1. Product: [Cl:5][C:6]1[N:11]=[N:10][C:9]([CH2:12][Cl:3])=[C:8]([O:14][CH3:15])[CH:7]=1. The catalyst class is: 2. (3) Reactant: [Br:1][C:2]1[N:7]=[C:6]([NH:8][C:9]2[C:10]3[N:11]([C:16]([C:19]([NH:21][C:22]4[CH:27]=[CH:26][N:25]=[CH:24][C:23]=4[F:28])=[O:20])=[CH:17][N:18]=3)[N:12]=[C:13](Cl)[CH:14]=2)[CH:5]=[CH:4][CH:3]=1.[C@H:29]1([NH2:36])[CH2:34][CH2:33][C@H:32]([NH2:35])[CH2:31][CH2:30]1. Product: [NH2:35][C@H:32]1[CH2:33][CH2:34][C@H:29]([NH:36][C:13]2[CH:14]=[C:9]([NH:8][C:6]3[CH:5]=[CH:4][CH:3]=[C:2]([Br:1])[N:7]=3)[C:10]3[N:11]([C:16]([C:19]([NH:21][C:22]4[CH:27]=[CH:26][N:25]=[CH:24][C:23]=4[F:28])=[O:20])=[CH:17][N:18]=3)[N:12]=2)[CH2:30][CH2:31]1. The catalyst class is: 37. (4) Reactant: [C:1]1([PH:7](=[O:14])[C:8]2[CH:13]=[CH:12][CH:11]=[CH:10][CH:9]=2)[CH:6]=[CH:5][CH:4]=[CH:3][CH:2]=1.[CH3:15][C@:16]12[C:22]([CH3:24])([CH3:23])[C@H:19]([CH2:20][CH2:21]1)[CH:18]=[C:17]2[C:25]1[CH:30]=[CH:29][CH:28]=[CH:27][N:26]=1.CC(C)([O-])C.[K+].O. Product: [C:1]1([P:7]([C@@H:18]2[C@@H:19]3[C:22]([CH3:24])([CH3:23])[C@@:16]([CH3:15])([CH2:21][CH2:20]3)[C@H:17]2[C:25]2[CH:30]=[CH:29][CH:28]=[CH:27][N:26]=2)([C:8]2[CH:13]=[CH:12][CH:11]=[CH:10][CH:9]=2)=[O:14])[CH:2]=[CH:3][CH:4]=[CH:5][CH:6]=1. The catalyst class is: 549. (5) Reactant: [NH2:1][C@@H:2]([CH2:33][C:34]1[CH:39]=[CH:38][CH:37]=[CH:36][CH:35]=1)[C@@H:3]([OH:32])[CH2:4][C@@H:5]([NH:19][C:20]([C@@H:22]([NH:27][C:28](=[O:31])[O:29][CH3:30])[C:23]([CH3:26])([CH3:25])[CH3:24])=[O:21])[CH2:6][C:7]1[CH:12]=[CH:11][C:10]([C:13]2[CH:18]=[CH:17][CH:16]=[CH:15][N:14]=2)=[CH:9][CH:8]=1.[CH3:40][C:41]([CH3:61])([CH3:60])[C@H:42]([N:46]1[CH2:50][CH2:49][N:48]([CH2:51][C:52]2[CH:57]=[CH:56][CH:55]=[CH:54][C:53]=2[CH3:58])[C:47]1=[O:59])[C:43](O)=[O:44].CCOP(ON1N=NC2C=CC=CC=2C1=O)(OCC)=O.C(N(CC)C(C)C)(C)C. Product: [CH3:40][C:41]([CH3:61])([CH3:60])[C@H:42]([N:46]1[CH2:50][CH2:49][N:48]([CH2:51][C:52]2[CH:57]=[CH:56][CH:55]=[CH:54][C:53]=2[CH3:58])[C:47]1=[O:59])[C:43]([NH:1][C@@H:2]([CH2:33][C:34]1[CH:35]=[CH:36][CH:37]=[CH:38][CH:39]=1)[C@@H:3]([OH:32])[CH2:4][C@@H:5]([NH:19][C:20]([C@@H:22]([NH:27][C:28](=[O:31])[O:29][CH3:30])[C:23]([CH3:26])([CH3:25])[CH3:24])=[O:21])[CH2:6][C:7]1[CH:12]=[CH:11][C:10]([C:13]2[CH:18]=[CH:17][CH:16]=[CH:15][N:14]=2)=[CH:9][CH:8]=1)=[O:44]. The catalyst class is: 1. (6) Reactant: [CH:1]1([CH2:6][CH2:7][C:8]([N:10]2[C@H:14]([CH2:15][C:16]3[CH:21]=[CH:20][CH:19]=[CH:18][CH:17]=3)[CH2:13][O:12][C:11]2=[O:22])=[O:9])[CH2:5][CH2:4][CH2:3][CH2:2]1.[O-]S(C(F)(F)F)(=O)=O.C([B+]CCCC)CCC.C(N(CC)CC)C.[C:47]1([CH2:53][CH2:54][CH:55]=[O:56])[CH:52]=[CH:51][CH:50]=[CH:49][CH:48]=1. Product: [CH:1]1([CH2:6][C@H:7]([C@@H:55]([OH:56])[CH2:54][CH2:53][C:47]2[CH:52]=[CH:51][CH:50]=[CH:49][CH:48]=2)[C:8]([N:10]2[C@H:14]([CH2:15][C:16]3[CH:21]=[CH:20][CH:19]=[CH:18][CH:17]=3)[CH2:13][O:12][C:11]2=[O:22])=[O:9])[CH2:5][CH2:4][CH2:3][CH2:2]1. The catalyst class is: 4. (7) Reactant: O[C:2]1[C:11]2[C:6](=[CH:7][N:8]=[CH:9][CH:10]=2)[N:5]([C:12]2[CH:17]=[CH:16][CH:15]=[CH:14][CH:13]=2)[C:4](=[O:18])[C:3]=1[C:19](=O)[CH2:20][C:21]1[CH:26]=[CH:25][CH:24]=[CH:23][CH:22]=1.O.[NH2:29][NH2:30].C(=O)([O-])O.[Na+]. Product: [CH2:20]([C:19]1[C:3]2[C:4](=[O:18])[N:5]([C:12]3[CH:17]=[CH:16][CH:15]=[CH:14][CH:13]=3)[C:6]3[CH:7]=[N:8][CH:9]=[CH:10][C:11]=3[C:2]=2[NH:30][N:29]=1)[C:21]1[CH:26]=[CH:25][CH:24]=[CH:23][CH:22]=1. The catalyst class is: 3. (8) Reactant: Br[C:2]1[CH:11]=[C:10]2[C:5]([C:6]([C:13]3[CH:18]=[CH:17][C:16]([F:19])=[CH:15][CH:14]=3)=[CH:7][C:8](=[O:12])[O:9]2)=[CH:4][CH:3]=1.[CH:20]1([C:23]([C:29]2[S:33][C:32]([SH:34])=[N:31][CH:30]=2)([OH:28])[C:24]([F:27])([F:26])[F:25])[CH2:22][CH2:21]1.C(=O)([O-])[O-].[K+].[K+]. Product: [CH:20]1([C:23]([C:29]2[S:33][C:32]([S:34][C:2]3[CH:11]=[C:10]4[C:5]([C:6]([C:13]5[CH:18]=[CH:17][C:16]([F:19])=[CH:15][CH:14]=5)=[CH:7][C:8](=[O:12])[O:9]4)=[CH:4][CH:3]=3)=[N:31][CH:30]=2)([OH:28])[C:24]([F:26])([F:25])[F:27])[CH2:22][CH2:21]1. The catalyst class is: 37.